This data is from Full USPTO retrosynthesis dataset with 1.9M reactions from patents (1976-2016). The task is: Predict the reactants needed to synthesize the given product. Given the product [C:1]12([CH2:11][C:12]([NH:15][N:16]3[C:21](=[O:22])[C:20]4[C:23]([C:27]5[CH:28]=[CH:29][CH:30]=[CH:31][CH:32]=5)=[C:24]([CH3:26])[S:25][C:19]=4[N:18]=[C:17]3[CH3:33])=[O:13])[CH2:10][CH:5]3[CH2:6][CH:7]([CH2:9][CH:3]([CH2:4]3)[CH2:2]1)[CH2:8]2, predict the reactants needed to synthesize it. The reactants are: [C:1]12([CH2:11][C:12](Cl)=[O:13])[CH2:10][CH:5]3[CH2:6][CH:7]([CH2:9][CH:3]([CH2:4]3)[CH2:2]1)[CH2:8]2.[NH2:15][N:16]1[C:21](=[O:22])[C:20]2[C:23]([C:27]3[CH:32]=[CH:31][CH:30]=[CH:29][CH:28]=3)=[C:24]([CH3:26])[S:25][C:19]=2[N:18]=[C:17]1[CH3:33].